The task is: Predict the reactants needed to synthesize the given product.. This data is from Full USPTO retrosynthesis dataset with 1.9M reactions from patents (1976-2016). Given the product [CH2:25]([O:32][N:33]1[C:39](=[O:40])[N:38]2[CH2:41][C@H:34]1[CH2:35][CH2:36][C@H:37]2[C:42]([NH:44][NH:45][C:48](=[O:49])[C:47]([NH2:46])=[O:51])=[O:43])[C:26]1[CH:31]=[CH:30][CH:29]=[CH:28][CH:27]=1, predict the reactants needed to synthesize it. The reactants are: CN(C(ON1N=NC2C=CC=NC1=2)=[N+](C)C)C.F[P-](F)(F)(F)(F)F.[CH2:25]([O:32][N:33]1[C:39](=[O:40])[N:38]2[CH2:41][C@H:34]1[CH2:35][CH2:36][C@H:37]2[C:42]([NH:44][NH2:45])=[O:43])[C:26]1[CH:31]=[CH:30][CH:29]=[CH:28][CH:27]=1.[NH2:46][C:47](=[O:51])[C:48](O)=[O:49].CCN(C(C)C)C(C)C.